Dataset: Full USPTO retrosynthesis dataset with 1.9M reactions from patents (1976-2016). Task: Predict the reactants needed to synthesize the given product. (1) Given the product [NH2:4][C:5]1[C:10]2[NH:11][C:12](=[O:21])[N:13]([CH2:14][C:15]3[CH:20]=[CH:19][CH:18]=[CH:17][CH:16]=3)[C:9]=2[CH:8]=[C:7]([CH:22]2[CH2:23][CH2:24]2)[N:6]=1, predict the reactants needed to synthesize it. The reactants are: C([NH:4][C:5]1[C:10]2[NH:11][C:12](=[O:21])[N:13]([CH2:14][C:15]3[CH:20]=[CH:19][CH:18]=[CH:17][CH:16]=3)[C:9]=2[CH:8]=[C:7]([CH:22]2[CH2:24][CH2:23]2)[N:6]=1)C=C.B(F)(F)F.CCOCC.C(Cl)Cl.CO. (2) The reactants are: [CH3:1][S:2][C:3]1[N:8]=[C:7]([C:9]#[C:10][Si](C)(C)C)[CH:6]=[CH:5][N:4]=1.[F-].[K+]. Given the product [C:9]([C:7]1[CH:6]=[CH:5][N:4]=[C:3]([S:2][CH3:1])[N:8]=1)#[CH:10], predict the reactants needed to synthesize it. (3) Given the product [C:76]([O:80][C:51](=[O:60])[NH:48][C:23]1[CH:27]=[CH:28][CH:29]=[CH:30][C:22]=1[N:18]1[C:19](=[O:21])[NH:20][C:16]([CH:15]([C:9]2[CH:10]=[C:11]([CH2:13][CH3:14])[CH:12]=[C:7]([O:6][CH2:5][C:3](=[O:4])[N:2]([CH3:45])[CH3:1])[C:8]=2[F:44])[NH:31][C:32]2[CH:37]=[CH:36][C:35]([C:38]3[N:42]=[C:41]([CH3:43])[O:40][N:39]=3)=[CH:34][CH:33]=2)=[N:17]1)([CH3:79])([CH3:78])[CH3:77], predict the reactants needed to synthesize it. The reactants are: [CH3:1][N:2]([CH3:45])[C:3]([CH2:5][O:6][C:7]1[C:8]([F:44])=[C:9]([CH:15]([NH:31][C:32]2[CH:37]=[CH:36][C:35]([C:38]3[N:42]=[C:41]([CH3:43])[O:40][N:39]=3)=[CH:34][CH:33]=2)[C:16]2[NH:20][C:19](=[O:21])[N:18]([C:22]3[CH:30]=[CH:29][CH:28]=[CH:27][C:23]=3C(O)=O)[N:17]=2)[CH:10]=[C:11]([CH2:13][CH3:14])[CH:12]=1)=[O:4].C([N:48]([CH2:51]C)CC)C.C1(P(N=[N+]=[N-])(C2C=CC=CC=2)=[O:60])C=CC=CC=1.C(OCC)(=O)C.[C:76]([OH:80])([CH3:79])([CH3:78])[CH3:77]. (4) The reactants are: [F:1][C:2]([P:8](Cl)[C:9]([F:15])([F:14])[C:10]([F:13])([F:12])[F:11])([F:7])[C:3]([F:6])([F:5])[F:4].C([SnH](CCCC)CCCC)CCC. Given the product [F:7][C:2]([PH:8][C:9]([F:14])([F:15])[C:10]([F:11])([F:12])[F:13])([F:1])[C:3]([F:6])([F:5])[F:4], predict the reactants needed to synthesize it. (5) The reactants are: [F:1][C:2]1[CH:33]=[CH:32][C:5]([CH2:6][C:7]2[NH:15][C:14]3[C:13](=[O:16])[N:12]([CH2:17][CH2:18][CH3:19])[C:11](=[O:20])[N:10]([CH2:21][CH2:22][C:23]4[CH:28]=[CH:27][C:26]([N+:29]([O-])=O)=[CH:25][CH:24]=4)[C:9]=3[N:8]=2)=[CH:4][CH:3]=1.O.NN.[H][H]. Given the product [NH2:29][C:26]1[CH:25]=[CH:24][C:23]([CH2:22][CH2:21][N:10]2[C:9]3[N:8]=[C:7]([CH2:6][C:5]4[CH:32]=[CH:33][C:2]([F:1])=[CH:3][CH:4]=4)[NH:15][C:14]=3[C:13](=[O:16])[N:12]([CH2:17][CH2:18][CH3:19])[C:11]2=[O:20])=[CH:28][CH:27]=1, predict the reactants needed to synthesize it. (6) Given the product [Cl:28][C:11]1[C:10]([CH2:9][N:12]([CH3:13])[C@@H:11]2[C:33]3[C:34](=[CH:23][CH:18]=[CH:19][CH:20]=3)[CH2:14][CH2:15][CH2:10]2)=[C:15]([CH2:16][CH3:17])[CH:14]=[C:13]([C:18]2[C:23]([CH2:24][CH3:25])=[CH:22][CH:21]=[CH:20][C:19]=2[CH2:26][CH3:27])[N:12]=1, predict the reactants needed to synthesize it. The reactants are: [H-].[H-].[H-].[H-].[Li+].[Al+3].CO[C:9](=O)[C:10]1[C:15]([CH2:16][CH3:17])=[CH:14][C:13]([C:18]2[C:23]([CH2:24][CH3:25])=[CH:22][CH:21]=[CH:20][C:19]=2[CH2:26][CH3:27])=[N:12][C:11]=1[Cl:28].CCO[CH2:33][CH3:34]. (7) Given the product [CH3:34][N:29]1[CH2:30][C:31]2[CH:32]=[C:24]3[NH:23][C:22]([C:16]4[C:17](=[O:21])[NH:18][CH:19]=[CH:20][C:15]=4[NH:14][CH:12]([CH3:13])[CH2:11][C:3]4[C:4]([F:10])=[C:5]([F:9])[CH:6]=[C:7]([F:8])[C:2]=4[F:1])=[N:36][C:25]3=[CH:26][C:27]=2[C:28]1=[O:35], predict the reactants needed to synthesize it. The reactants are: [F:1][C:2]1[C:7]([F:8])=[CH:6][C:5]([F:9])=[C:4]([F:10])[C:3]=1[CH2:11][CH:12]([NH:14][C:15]1[CH:20]=[CH:19][NH:18][C:17](=[O:21])[C:16]=1[C:22]1[NH:36][C:25]2=[CH:26][C:27]3[C:28](=[O:35])[N:29]([CH3:34])[C:30](=O)[C:31]=3[CH:32]=[C:24]2[N:23]=1)[CH3:13]. (8) Given the product [Br:15][CH:12]([CH3:13])[C:11]([C:8]1[S:7][C:6]2[CH:5]=[CH:4][CH:3]=[C:2]([Cl:1])[C:10]=2[CH:9]=1)=[O:14], predict the reactants needed to synthesize it. The reactants are: [Cl:1][C:2]1[C:10]2[CH:9]=[C:8]([C:11](=[O:14])[CH2:12][CH3:13])[S:7][C:6]=2[CH:5]=[CH:4][CH:3]=1.[Br-:15].[Br-].[Br-].C1([N+](C)(C)C)C=CC=CC=1.C1([N+](C)(C)C)C=CC=CC=1.C1([N+](C)(C)C)C=CC=CC=1. (9) Given the product [Br:1][C:2]1[CH:3]=[CH:4][CH:5]=[C:6]2[C:11]=1[N:10]=[C:9]([NH:13][C@H:14]1[CH2:19][CH2:18][C@H:17]([OH:20])[CH2:16][CH2:15]1)[N:8]=[CH:7]2, predict the reactants needed to synthesize it. The reactants are: [Br:1][C:2]1[CH:3]=[CH:4][CH:5]=[C:6]2[C:11]=1[N:10]=[C:9](Cl)[N:8]=[CH:7]2.[NH2:13][C@H:14]1[CH2:19][CH2:18][C@H:17]([OH:20])[CH2:16][CH2:15]1.C1CCN2C(=NCCC2)CC1. (10) Given the product [CH2:42]([C:44]1[CH:45]=[C:46]([CH3:81])[C:47]([N:50]2[CH2:55][CH2:54][N:53]([C:56]([C:58]3[CH:63]=[CH:62][C:61]([N:64]4[CH:68]([CH3:69])[CH2:67][NH:66][C:65]4=[O:79])=[CH:60][C:59]=3[F:80])=[O:57])[CH2:52][CH2:51]2)=[N:48][CH:49]=1)[CH3:43], predict the reactants needed to synthesize it. The reactants are: BrC1C=CC(C(N2CCN(C3C(C)=CC(CC)=CN=3)CC2)=O)=C(F)C=1.COC1C=CC(CN2CC(C)NC2=O)=CC=1.[CH2:42]([C:44]1[CH:45]=[C:46]([CH3:81])[C:47]([N:50]2[CH2:55][CH2:54][N:53]([C:56]([C:58]3[CH:63]=[CH:62][C:61]([N:64]4[CH:68]([CH3:69])[CH2:67][N:66](CC5C=CC(OC)=CC=5)[C:65]4=[O:79])=[CH:60][C:59]=3[F:80])=[O:57])[CH2:52][CH2:51]2)=[N:48][CH:49]=1)[CH3:43].